From a dataset of Forward reaction prediction with 1.9M reactions from USPTO patents (1976-2016). Predict the product of the given reaction. (1) Given the reactants C([O:3][C:4](=[O:33])[C:5]1[CH:10]=[CH:9][C:8]([C:11]([F:14])([F:13])[F:12])=[CH:7][C:6]=1[C:15]1[CH:24]=[C:23]2[C:18]([C@H:19]([OH:32])[C@@H:20]([CH2:25][C:26]3[CH:31]=[CH:30][CH:29]=[CH:28][CH:27]=3)[CH2:21][O:22]2)=[CH:17][CH:16]=1)C.[OH-].[Na+], predict the reaction product. The product is: [CH2:25]([C@@H:20]1[C@@H:19]([OH:32])[C:18]2[C:23](=[CH:24][C:15]([C:6]3[CH:7]=[C:8]([C:11]([F:14])([F:12])[F:13])[CH:9]=[CH:10][C:5]=3[C:4]([OH:33])=[O:3])=[CH:16][CH:17]=2)[O:22][CH2:21]1)[C:26]1[CH:27]=[CH:28][CH:29]=[CH:30][CH:31]=1. (2) Given the reactants C[O:2][C:3](=O)[CH2:4][C:5]([NH:7][C:8]1[CH:13]=[CH:12][C:11]([CH2:14][O:15][C:16]2[CH:21]=[CH:20][CH:19]=[C:18]([F:22])[CH:17]=2)=[CH:10][CH:9]=1)=[O:6].[OH-].[NH4+:25], predict the reaction product. The product is: [F:22][C:18]1[CH:17]=[C:16]([CH:21]=[CH:20][CH:19]=1)[O:15][CH2:14][C:11]1[CH:12]=[CH:13][C:8]([NH:7][C:5](=[O:6])[CH2:4][C:3]([NH2:25])=[O:2])=[CH:9][CH:10]=1. (3) The product is: [O:15]1[C:19]2[C:20]([CH2:24][O:1][C:2]3[N:6]([C:7]4[CH:12]=[C:11]([C:13]#[N:14])[CH:10]=[CH:9][N:8]=4)[N:5]=[CH:4][CH:3]=3)=[CH:21][CH:22]=[CH:23][C:18]=2[CH2:17][CH2:16]1. Given the reactants [OH:1][C:2]1[N:6]([C:7]2[CH:12]=[C:11]([C:13]#[N:14])[CH:10]=[CH:9][N:8]=2)[N:5]=[CH:4][CH:3]=1.[O:15]1[C:19]2[C:20]([CH2:24]O)=[CH:21][CH:22]=[CH:23][C:18]=2[CH2:17][CH2:16]1, predict the reaction product. (4) Given the reactants Br[C:2]1[CH:3]=[C:4]([C:8]2([C:21](=[S:23])[NH2:22])[CH2:14][C@@H:13]3[N:15]([CH2:16][C:17]([F:20])([F:19])[F:18])[C@@H:10]([CH2:11][CH2:12]3)[CH2:9]2)[CH:5]=[N:6][CH:7]=1.[CH3:24][N:25](C)C(=O)C, predict the reaction product. The product is: [C:24]([C:2]1[CH:3]=[C:4]([C:8]2([C:21](=[S:23])[NH2:22])[CH2:9][C@@H:10]3[N:15]([CH2:16][C:17]([F:20])([F:18])[F:19])[C@@H:13]([CH2:12][CH2:11]3)[CH2:14]2)[CH:5]=[N:6][CH:7]=1)#[N:25]. (5) Given the reactants [Cl:1][C:2]1[CH:3]=[C:4]([CH2:8][CH2:9][O:10][CH2:11][CH2:12][C:13]([N:15]([CH2:22][CH2:23][N:24]([CH2:27][CH3:28])[CH2:25][CH3:26])[CH2:16][CH:17](OC)[O:18]C)=[O:14])[CH:5]=[CH:6][CH:7]=1.FC(F)(F)C(O)=O, predict the reaction product. The product is: [Cl:1][C:2]1[CH:3]=[C:4]([CH2:8][CH2:9][O:10][CH2:11][CH2:12][C:13]([N:15]([CH2:22][CH2:23][N:24]([CH2:27][CH3:28])[CH2:25][CH3:26])[CH2:16][CH:17]=[O:18])=[O:14])[CH:5]=[CH:6][CH:7]=1. (6) Given the reactants [Br:1][C:2]1[C:3]([C:12]2[O:13][CH:14]=[CH:15][CH:16]=2)=[N:4][C:5]([NH2:11])=[N:6][C:7]=1S(C)=O.[CH:17]([OH:20])(C)[CH3:18].C1CCN2C(=NCCC2)CC1, predict the reaction product. The product is: [Br:1][C:2]1[C:7]([O:20][CH2:17][CH3:18])=[N:6][C:5]([NH2:11])=[N:4][C:3]=1[C:12]1[O:13][CH:14]=[CH:15][CH:16]=1. (7) Given the reactants [Cl:1][C:2]1[C:3]([N:9]2[CH2:14][CH2:13][N:12]([CH2:15][CH2:16][CH2:17][N:18]3[C:26]4[CH2:25][CH2:24][N:23]([S:27]([CH3:30])(=[O:29])=[O:28])[CH2:22][C:21]=4[C:20]([C:31]4[CH:36]=[CH:35][C:34]([C:37]([F:40])([F:39])[F:38])=[CH:33][CH:32]=4)=[N:19]3)[CH2:11][CH2:10]2)=[C:4]([NH2:8])[CH:5]=[CH:6][CH:7]=1.C[Si]([N:45]=[C:46]=[O:47])(C)C.CO.[CH2:50](Cl)Cl, predict the reaction product. The product is: [Cl:1][C:2]1[C:3]([N:9]2[CH2:14][CH2:13][N:12]([CH2:15][CH2:16][CH2:17][N:18]3[C:26]4[CH2:25][CH2:24][N:23]([S:27]([CH3:30])(=[O:28])=[O:29])[CH2:22][C:21]=4[C:20]([C:31]4[CH:32]=[CH:33][C:34]([C:37]([F:38])([F:39])[F:40])=[CH:35][CH:36]=4)=[N:19]3)[CH2:11][CH2:10]2)=[C:4]([NH:8][C:46]([NH:45][CH3:50])=[O:47])[CH:5]=[CH:6][CH:7]=1. (8) Given the reactants ClC1C(=O)C(C#N)=C(C#N)C(=O)C=1Cl.[C:15]([O:19][C:20]([NH:22][C@H:23]1[CH2:28][O:27][CH:26]([CH2:29][C@@H:30]2[O:45][C:33]3[CH:34]=[N:35][C:36]4[CH:37]=[CH:38][C:39]([O:43][CH3:44])=[C:40]([F:42])[C:41]=4[C:32]=3[CH:31]2OC(=O)C)[CH2:25][CH2:24]1)=[O:21])([CH3:18])([CH3:17])[CH3:16].CCCCCC.C(OCC)(=O)C, predict the reaction product. The product is: [C:15]([O:19][C:20](=[O:21])[NH:22][C@@H:23]1[CH2:24][CH2:25][C@@H:26]([CH2:29][CH:30]2[O:45][C:33]3[CH:34]=[N:35][C:36]4[CH:37]=[CH:38][C:39]([O:43][CH3:44])=[C:40]([F:42])[C:41]=4[C:32]=3[CH2:31]2)[O:27][CH2:28]1)([CH3:16])([CH3:18])[CH3:17]. (9) Given the reactants [CH3:1][C:2]1[O:3][C:4]([C:12]([F:15])([F:14])[F:13])=[CH:5][C:6]=1[C:7](OCC)=[O:8].[H-].[Al+3].[Li+].[H-].[H-].[H-], predict the reaction product. The product is: [CH3:1][C:2]1[O:3][C:4]([C:12]([F:14])([F:13])[F:15])=[CH:5][C:6]=1[CH2:7][OH:8].